This data is from Catalyst prediction with 721,799 reactions and 888 catalyst types from USPTO. The task is: Predict which catalyst facilitates the given reaction. (1) Reactant: [NH2:1][C:2]1[CH:7]=[CH:6][CH:5]=[CH:4][C:3]=1[NH:8][C:9](=[O:11])[CH3:10].[C:12]([C:20]1[C:21](=[O:31])[N:22]([CH3:30])[C:23](=[O:29])[N:24]([CH3:28])[C:25]=1[CH2:26]Br)(=O)[C:13]1[CH:18]=[CH:17][CH:16]=[CH:15][CH:14]=1.C(N(CC)CC)C. Product: [CH3:28][N:24]1[C:25]2=[CH:26][N:1]([C:2]3[CH:7]=[CH:6][CH:5]=[CH:4][C:3]=3[NH:8][C:9](=[O:11])[CH3:10])[C:12]([C:13]3[CH:14]=[CH:15][CH:16]=[CH:17][CH:18]=3)=[C:20]2[C:21](=[O:31])[N:22]([CH3:30])[C:23]1=[O:29]. The catalyst class is: 8. (2) Reactant: [I:1][C:2]1[CH:6]=[C:5]([CH:7]2[CH2:10][N:9](C(OC(C)(C)C)=O)[CH2:8]2)[N:4]([CH:18]([CH3:20])[CH3:19])[N:3]=1.FC(F)(F)C(O)=O. Product: [NH:9]1[CH2:8][CH:7]([C:5]2[N:4]([CH:18]([CH3:19])[CH3:20])[N:3]=[C:2]([I:1])[CH:6]=2)[CH2:10]1. The catalyst class is: 4. (3) Reactant: [Na].[CH3:2][C:3]1([CH3:10])[CH2:8][NH:7][C:6]([NH2:9])=[N:5][CH2:4]1.[C:11](OCC)(=[O:16])[CH2:12][C:13]([O-])=[O:14]. Product: [OH:16][C:11]1[N:9]=[C:6]2[NH:7][CH2:8][C:3]([CH3:10])([CH3:2])[CH2:4][N:5]2[C:13](=[O:14])[CH:12]=1. The catalyst class is: 5. (4) Reactant: Cl[Si](C)(C)[CH3:3].[Cl:6][C:7]1[C:15]([N+:16]([O-:18])=[O:17])=[C:14]([CH3:19])[C:13]([F:20])=[CH:12][C:8]=1[C:9]([OH:11])=[O:10]. Product: [CH3:3][O:10][C:9](=[O:11])[C:8]1[CH:12]=[C:13]([F:20])[C:14]([CH3:19])=[C:15]([N+:16]([O-:18])=[O:17])[C:7]=1[Cl:6]. The catalyst class is: 24. (5) Reactant: [N:1]1[C:5]2[CH:6]=[CH:7][CH:8]=[CH:9][C:4]=2[NH:3][CH:2]=1.[H-].[Na+].[CH:12]([C:15]1[CH:20]=[C:19]([CH:21]([CH3:23])[CH3:22])[CH:18]=[C:17]([CH:24]([CH3:26])[CH3:25])[C:16]=1[S:27](Cl)(=[O:29])=[O:28])([CH3:14])[CH3:13]. Product: [CH:12]([C:15]1[CH:20]=[C:19]([CH:21]([CH3:22])[CH3:23])[CH:18]=[C:17]([CH:24]([CH3:26])[CH3:25])[C:16]=1[S:27]([N:1]1[C:5]2[CH:6]=[CH:7][CH:8]=[CH:9][C:4]=2[N:3]=[CH:2]1)(=[O:29])=[O:28])([CH3:13])[CH3:14]. The catalyst class is: 1. (6) Reactant: C([N:8]1[CH2:16][CH2:15][O:14][CH2:13][CH2:12][O:11][CH2:10][CH2:9]1)C1C=CC=CC=1. Product: [O:11]1[CH2:10][CH2:9][NH:8][CH2:16][CH2:15][O:14][CH2:13][CH2:12]1. The catalyst class is: 19. (7) Reactant: [Cl:1][C:2]1[CH:3]=[C:4]2[C:8](=[CH:9][CH:10]=1)[NH:7][CH:6]=[C:5]2[CH2:11][CH2:12][NH:13][C:14](=[O:22])[C:15]1[CH:20]=[CH:19][CH:18]=[CH:17][C:16]=1I.[Cl:23][C:24]1[CH:29]=[CH:28][CH:27]=[CH:26][C:25]=1B(O)O.C(=O)([O-])[O-].[Na+].[Na+]. Product: [Cl:23][C:24]1[CH:29]=[CH:28][CH:27]=[CH:26][C:25]=1[C:16]1[C:15]([C:14]([NH:13][CH2:12][CH2:11][C:5]2[C:4]3[C:8](=[CH:9][CH:10]=[C:2]([Cl:1])[CH:3]=3)[NH:7][CH:6]=2)=[O:22])=[CH:20][CH:19]=[CH:18][CH:17]=1. The catalyst class is: 437. (8) Reactant: [CH3:1][O:2][C:3]1[CH:12]=[C:11]([O:13][CH3:14])[CH:10]=[C:9]2[C:4]=1[C:5](=[O:33])[NH:6][C:7]([C:15]1[N:20]=[C:19]([N:21]3[CH2:26][CH2:25][N:24]([CH2:27][CH2:28][C:29]([O:31]C)=[O:30])[CH2:23][CH2:22]3)[CH:18]=[CH:17][CH:16]=1)=[N:8]2.[OH-].[Li+]. Product: [CH3:1][O:2][C:3]1[CH:12]=[C:11]([O:13][CH3:14])[CH:10]=[C:9]2[C:4]=1[C:5](=[O:33])[NH:6][C:7]([C:15]1[N:20]=[C:19]([N:21]3[CH2:22][CH2:23][N:24]([CH2:27][CH2:28][C:29]([OH:31])=[O:30])[CH2:25][CH2:26]3)[CH:18]=[CH:17][CH:16]=1)=[N:8]2. The catalyst class is: 278. (9) Reactant: C[Si](C)(C)CCOC[N:7](COCC[Si](C)(C)C)[C:8]1[N:13]2[N:14]=[CH:15][C:16]([C:17]3[CH:18]=[N:19][C:20]4[C:25]([CH:26]=3)=[CH:24][CH:23]=[CH:22][CH:21]=4)=[C:12]2[N:11]=[C:10]([CH:27]2[CH2:32][CH2:31][N:30](C(OC(C)(C)C)=O)[CH2:29][CH2:28]2)[CH:9]=1.C(O)C.O.Cl. Product: [NH:30]1[CH2:31][CH2:32][CH:27]([C:10]2[CH:9]=[C:8]([NH2:7])[N:13]3[N:14]=[CH:15][C:16]([C:17]4[CH:18]=[N:19][C:20]5[C:25]([CH:26]=4)=[CH:24][CH:23]=[CH:22][CH:21]=5)=[C:12]3[N:11]=2)[CH2:28][CH2:29]1. The catalyst class is: 258. (10) Reactant: [OH-].[Na+].[OH:3][CH:4]([CH2:37][OH:38])[CH2:5][C:6]1[CH:11]=[CH:10][C:9]([C:12]2[CH:17]=[CH:16][C:15]([C:18]([O:20]CC)=[O:19])=[CH:14][CH:13]=2)=[CH:8][C:7]=1[C:23]1[CH:32]=[CH:31][C:30]2[C:29]([CH3:34])([CH3:33])[CH2:28][CH2:27][C:26]([CH3:36])([CH3:35])[C:25]=2[CH:24]=1.Cl. Product: [OH:3][CH:4]([CH2:37][OH:38])[CH2:5][C:6]1[CH:11]=[CH:10][C:9]([C:12]2[CH:13]=[CH:14][C:15]([C:18]([OH:20])=[O:19])=[CH:16][CH:17]=2)=[CH:8][C:7]=1[C:23]1[CH:32]=[CH:31][C:30]2[C:29]([CH3:34])([CH3:33])[CH2:28][CH2:27][C:26]([CH3:36])([CH3:35])[C:25]=2[CH:24]=1. The catalyst class is: 214.